This data is from NCI-60 drug combinations with 297,098 pairs across 59 cell lines. The task is: Regression. Given two drug SMILES strings and cell line genomic features, predict the synergy score measuring deviation from expected non-interaction effect. (1) Drug 2: C1C(C(OC1N2C=C(C(=O)NC2=O)F)CO)O. Cell line: HCT116. Drug 1: CN(CC1=CN=C2C(=N1)C(=NC(=N2)N)N)C3=CC=C(C=C3)C(=O)NC(CCC(=O)O)C(=O)O. Synergy scores: CSS=55.1, Synergy_ZIP=-3.59, Synergy_Bliss=-4.63, Synergy_Loewe=-10.1, Synergy_HSA=-5.40. (2) Drug 1: C1=CC=C(C(=C1)C(C2=CC=C(C=C2)Cl)C(Cl)Cl)Cl. Drug 2: CC1C(C(CC(O1)OC2CC(CC3=C2C(=C4C(=C3O)C(=O)C5=C(C4=O)C(=CC=C5)OC)O)(C(=O)CO)O)N)O.Cl. Cell line: T-47D. Synergy scores: CSS=48.9, Synergy_ZIP=-9.88, Synergy_Bliss=-9.10, Synergy_Loewe=-3.88, Synergy_HSA=-2.43. (3) Drug 1: CC1CCC2CC(C(=CC=CC=CC(CC(C(=O)C(C(C(=CC(C(=O)CC(OC(=O)C3CCCCN3C(=O)C(=O)C1(O2)O)C(C)CC4CCC(C(C4)OC)O)C)C)O)OC)C)C)C)OC. Drug 2: CC1CCCC2(C(O2)CC(NC(=O)CC(C(C(=O)C(C1O)C)(C)C)O)C(=CC3=CSC(=N3)C)C)C. Cell line: CCRF-CEM. Synergy scores: CSS=51.1, Synergy_ZIP=-2.81, Synergy_Bliss=-0.972, Synergy_Loewe=-9.78, Synergy_HSA=-0.552. (4) Drug 1: C1=NC2=C(N1)C(=S)N=CN2. Drug 2: CC1=C(C=C(C=C1)C(=O)NC2=CC(=CC(=C2)C(F)(F)F)N3C=C(N=C3)C)NC4=NC=CC(=N4)C5=CN=CC=C5. Cell line: SNB-75. Synergy scores: CSS=-2.07, Synergy_ZIP=0.377, Synergy_Bliss=-0.874, Synergy_Loewe=-1.84, Synergy_HSA=-2.07. (5) Drug 1: C1=CC(=CC=C1CCCC(=O)O)N(CCCl)CCCl. Drug 2: CC1=C2C(C(=O)C3(C(CC4C(C3C(C(C2(C)C)(CC1OC(=O)C(C(C5=CC=CC=C5)NC(=O)C6=CC=CC=C6)O)O)OC(=O)C7=CC=CC=C7)(CO4)OC(=O)C)O)C)OC(=O)C. Cell line: SNB-19. Synergy scores: CSS=27.8, Synergy_ZIP=-12.9, Synergy_Bliss=-12.7, Synergy_Loewe=-22.5, Synergy_HSA=-9.01. (6) Drug 1: CS(=O)(=O)C1=CC(=C(C=C1)C(=O)NC2=CC(=C(C=C2)Cl)C3=CC=CC=N3)Cl. Drug 2: CC1CCC2CC(C(=CC=CC=CC(CC(C(=O)C(C(C(=CC(C(=O)CC(OC(=O)C3CCCCN3C(=O)C(=O)C1(O2)O)C(C)CC4CCC(C(C4)OC)O)C)C)O)OC)C)C)C)OC. Cell line: OVCAR-4. Synergy scores: CSS=34.5, Synergy_ZIP=7.40, Synergy_Bliss=8.42, Synergy_Loewe=-0.642, Synergy_HSA=9.60.